Dataset: Forward reaction prediction with 1.9M reactions from USPTO patents (1976-2016). Task: Predict the product of the given reaction. (1) Given the reactants [Cl:1][C:2]1[CH:3]=[C:4]2[C:9](=[CH:10][C:11]=1[C:12]([OH:14])=O)[N:8]=[CH:7][N:6]=[C:5]2[NH:15][CH:16]([C:18]1[NH:22][C:21]2[CH:23]=[CH:24][C:25]([Cl:27])=[CH:26][C:20]=2[N:19]=1)[CH3:17].FC1C(OC(N(C)C)=[N+](C)C)=C(F)C(F)=C(F)C=1F.F[P-](F)(F)(F)(F)F.C(N(C(C)C)CC)(C)C.[CH3:63][NH:64][C:65]([C@@H:67]1[CH2:71][CH2:70][CH2:69][NH:68]1)=[O:66], predict the reaction product. The product is: [Cl:1][C:2]1[CH:3]=[C:4]2[C:9](=[CH:10][C:11]=1[C:12]([N:68]1[CH2:69][CH2:70][CH2:71][C@H:67]1[C:65]([NH:64][CH3:63])=[O:66])=[O:14])[N:8]=[CH:7][N:6]=[C:5]2[NH:15][CH:16]([C:18]1[NH:22][C:21]2[CH:20]=[CH:26][C:25]([Cl:27])=[CH:24][C:23]=2[N:19]=1)[CH3:17]. (2) The product is: [Br:1][C:2]1[C:3]2[C:4](=[O:5])[N:6]3[CH2:11][CH2:10][N:9]([C:12]([O:14][C:15]([CH3:18])([CH3:17])[CH3:16])=[O:13])[CH2:8][CH:7]3[CH2:19][O:20][C:21]=2[CH:22]=[CH:23][CH:24]=1. Given the reactants [Br:1][C:2]1[CH:24]=[CH:23][CH:22]=[C:21](F)[C:3]=1[C:4]([N:6]1[CH2:11][CH2:10][N:9]([C:12]([O:14][C:15]([CH3:18])([CH3:17])[CH3:16])=[O:13])[CH2:8][CH:7]1[CH2:19][OH:20])=[O:5].[H-].[Na+].O, predict the reaction product. (3) Given the reactants [CH2:1]([C:8]1[C:13](=[O:14])[CH:12]=[C:11]([CH3:15])[NH:10][C:9]=1[CH3:16])[CH2:2][CH2:3][CH2:4][CH2:5][CH2:6][CH3:7].[I:17]I.S([O-])([O-])(=O)=S.[Na+].[Na+], predict the reaction product. The product is: [CH2:1]([C:8]1[C:13](=[O:14])[C:12]([I:17])=[C:11]([CH3:15])[NH:10][C:9]=1[CH3:16])[CH2:2][CH2:3][CH2:4][CH2:5][CH2:6][CH3:7]. (4) Given the reactants [Cl:1][CH:2](Cl)[C:3]1[S:4][CH2:5][CH:6]([C:8]([O:10][CH3:11])=[O:9])[N:7]=1.C[O-].[Na+], predict the reaction product. The product is: [Cl:1][CH2:2][C:3]1[S:4][CH:5]=[C:6]([C:8]([O:10][CH3:11])=[O:9])[N:7]=1. (5) Given the reactants [Cl:1][C:2]1[C:3]([CH3:12])=[C:4]([S:8](Cl)(=[O:10])=[O:9])[CH:5]=[CH:6][CH:7]=1.N1C=CC=CC=1.[CH3:19][C:20]1[C:21]2[CH:28]=[C:27]([NH2:29])[CH:26]=[CH:25][C:22]=2[S:23][CH:24]=1.C([O-])(O)=O.[Na+], predict the reaction product. The product is: [Cl:1][C:2]1[C:3]([CH3:12])=[C:4]([S:8]([NH:29][C:27]2[CH:26]=[CH:25][C:22]3[S:23][CH:24]=[C:20]([CH3:19])[C:21]=3[CH:28]=2)(=[O:10])=[O:9])[CH:5]=[CH:6][CH:7]=1. (6) Given the reactants [OH:1][CH2:2][CH2:3][C@@H:4]1[CH2:6][C@@H:5]1[CH:7]1[CH2:12][CH2:11][N:10]([C:13]([O:15][CH2:16][C:17]2[CH:22]=[CH:21][CH:20]=[CH:19][CH:18]=2)=[O:14])[CH2:9][CH2:8]1.[H-].[Na+].Cl[C:26]1[C:31]([CH3:32])=[CH:30][C:29]([N+:33]([O-:35])=[O:34])=[CH:28][N:27]=1, predict the reaction product. The product is: [CH3:32][C:31]1[C:26]([O:1][CH2:2][CH2:3][C@@H:4]2[CH2:6][C@@H:5]2[CH:7]2[CH2:12][CH2:11][N:10]([C:13]([O:15][CH2:16][C:17]3[CH:18]=[CH:19][CH:20]=[CH:21][CH:22]=3)=[O:14])[CH2:9][CH2:8]2)=[N:27][CH:28]=[C:29]([N+:33]([O-:35])=[O:34])[CH:30]=1. (7) Given the reactants C([NH:4][C:5]([CH2:16][C:17]1[CH:22]=[C:21]([C:23]([F:26])([F:25])[F:24])[C:20]([NH2:27])=[C:19]([Cl:28])[CH:18]=1)(C(OCC)=O)[C:6]([O:8]CC)=[O:7])(=O)C.Cl, predict the reaction product. The product is: [ClH:28].[NH2:4][CH:5]([CH2:16][C:17]1[CH:22]=[C:21]([C:23]([F:25])([F:26])[F:24])[C:20]([NH2:27])=[C:19]([Cl:28])[CH:18]=1)[C:6]([OH:8])=[O:7].